From a dataset of Catalyst prediction with 721,799 reactions and 888 catalyst types from USPTO. Predict which catalyst facilitates the given reaction. (1) Reactant: [NH2:1][C@@H:2]([C@H:13]([CH:19]1[CH2:24][CH2:23][CH2:22][CH2:21][CH2:20]1)[O:14][Si](C)(C)C)[CH2:3][N:4]([CH3:12])[C:5](=[O:11])[O:6][C:7]([CH3:10])([CH3:9])[CH3:8].CCN(C(C)C)C(C)C.C1N=CN([C:39]([N:41]2[CH:45]=N[CH:43]=[CH:42]2)=[O:40])C=1.[Cl:46][C:47]1[C:52]([F:53])=[CH:51][CH:50]=[CH:49][C:48]=1[C@@:54]([OH:69])([C@@H:63]1CCCN[CH2:64]1)[CH2:55][CH2:56][CH2:57][NH:58][C:59](=[O:62])[O:60][CH3:61]. Product: [Cl:46][C:47]1[C:52]([F:53])=[CH:51][CH:50]=[CH:49][C:48]=1[C@:54]([C@@H:63]1[CH2:64][CH2:43][CH2:42][N:41]([C:39](=[O:40])[NH:1][C@H:2]([CH2:3][N:4]([CH3:12])[C:5]([O:6][C:7]([CH3:10])([CH3:9])[CH3:8])=[O:11])[C@H:13]([CH:19]2[CH2:24][CH2:23][CH2:22][CH2:21][CH2:20]2)[OH:14])[CH2:45]1)([OH:69])[CH2:55][CH2:56][CH2:57][NH:58][C:59](=[O:62])[O:60][CH3:61]. The catalyst class is: 2. (2) Reactant: [CH3:1][C:2]1[C:6]([C:7]2[N:8]([C:20]3[CH:25]=[CH:24][C:23]([OH:26])=[CH:22][CH:21]=3)[C:9]3[C:14]([C:15]=2/[C:16](=[N:18]/[OH:19])/[NH2:17])=[CH:13][CH:12]=[CH:11][CH:10]=3)=[C:5]([CH3:27])[O:4][N:3]=1.[H-].[Na+].[CH:30](OCC)=O. Product: [CH3:1][C:2]1[C:6]([C:7]2[N:8]([C:20]3[CH:21]=[CH:22][C:23]([OH:26])=[CH:24][CH:25]=3)[C:9]3[C:14]([C:15]=2[C:16]2[N:17]=[CH:30][O:19][N:18]=2)=[CH:13][CH:12]=[CH:11][CH:10]=3)=[C:5]([CH3:27])[O:4][N:3]=1. The catalyst class is: 1. (3) Reactant: C([O:3][C:4]([C:6]1([S:16]([C:19]2[CH:24]=[CH:23][C:22]([O:25][C:26]3[CH:31]=[CH:30][C:29]([Cl:32])=[CH:28][CH:27]=3)=[CH:21][CH:20]=2)(=[O:18])=[O:17])[CH2:11][CH2:10][N:9]([CH2:12][CH2:13][CH2:14][CH3:15])[CH2:8][CH2:7]1)=[O:5])C. Product: [CH2:12]([N:9]1[CH2:10][CH2:11][C:6]([S:16]([C:19]2[CH:24]=[CH:23][C:22]([O:25][C:26]3[CH:31]=[CH:30][C:29]([Cl:32])=[CH:28][CH:27]=3)=[CH:21][CH:20]=2)(=[O:18])=[O:17])([C:4]([OH:5])=[O:3])[CH2:7][CH2:8]1)[CH2:13][CH2:14][CH3:15]. The catalyst class is: 702. (4) Reactant: C([O-])(=O)C.[K+].Br[C:7]1[CH:12]=[CH:11][C:10]([C:13]2[C:14]([OH:19])=[CH:15][CH:16]=[CH:17][CH:18]=2)=[CH:9][CH:8]=1.[B:20]1([B:20]2[O:24][C:23]([CH3:26])([CH3:25])[C:22]([CH3:28])([CH3:27])[O:21]2)[O:24][C:23]([CH3:26])([CH3:25])[C:22]([CH3:28])([CH3:27])[O:21]1. Product: [CH3:27][C:22]1([CH3:28])[C:23]([CH3:26])([CH3:25])[O:24][B:20]([C:7]2[CH:12]=[CH:11][C:10]([C:13]3[C:14]([OH:19])=[CH:15][CH:16]=[CH:17][CH:18]=3)=[CH:9][CH:8]=2)[O:21]1. The catalyst class is: 438. (5) Reactant: [CH3:1][NH:2][C:3]1[N:8]=[C:7]([N:9]2[CH2:14][CH2:13][N:12]([CH3:15])[CH2:11][CH2:10]2)[N:6]=[C:5]([N:16]2[CH2:21][CH2:20][CH:19]([C:22]([OH:24])=O)[CH2:18][CH2:17]2)[N:4]=1.[Cl:25][C:26]1[CH:31]=[C:30]([Cl:32])[CH:29]=[CH:28][C:27]=1[CH2:33][NH2:34].C(N(C(C)C)CC)(C)C.F[P-](F)(F)(F)(F)F.N1(O[P+](N(C)C)(N(C)C)N(C)C)C2C=CC=CC=2N=N1. Product: [Cl:25][C:26]1[CH:31]=[C:30]([Cl:32])[CH:29]=[CH:28][C:27]=1[CH2:33][NH:34][C:22]([CH:19]1[CH2:20][CH2:21][N:16]([C:5]2[N:4]=[C:3]([NH:2][CH3:1])[N:8]=[C:7]([N:9]3[CH2:14][CH2:13][N:12]([CH3:15])[CH2:11][CH2:10]3)[N:6]=2)[CH2:17][CH2:18]1)=[O:24]. The catalyst class is: 3. (6) Reactant: C([O:3][C:4](=[O:32])[C:5]1[CH:10]=[CH:9][CH:8]=[C:7]([N:11]2[C:15]([CH3:16])=[CH:14][CH:13]=[C:12]2[C:17]2[CH:22]=[CH:21][CH:20]=[CH:19][C:18]=2[O:23][CH2:24][C:25]2[CH:30]=[CH:29][C:28]([F:31])=[CH:27][CH:26]=2)[CH:6]=1)C.[OH-].[Na+]. Product: [F:31][C:28]1[CH:27]=[CH:26][C:25]([CH2:24][O:23][C:18]2[CH:19]=[CH:20][CH:21]=[CH:22][C:17]=2[C:12]2[N:11]([C:7]3[CH:6]=[C:5]([CH:10]=[CH:9][CH:8]=3)[C:4]([OH:32])=[O:3])[C:15]([CH3:16])=[CH:14][CH:13]=2)=[CH:30][CH:29]=1. The catalyst class is: 14.